From a dataset of Forward reaction prediction with 1.9M reactions from USPTO patents (1976-2016). Predict the product of the given reaction. (1) Given the reactants Br[CH2:2][C:3]1[CH2:8][CH2:7][CH2:6][CH2:5][CH:4]=1.[NH2:9][CH2:10][CH2:11][OH:12], predict the reaction product. The product is: [OH:12][CH2:11][CH2:10][NH:9][CH2:2][C:3]1[CH2:8][CH2:7][CH2:6][CH2:5][CH:4]=1. (2) Given the reactants C([BH3-])#N.[Na+].F[C:6]1[C:14](F)=[CH:13][CH:12]=[C:11]2[C:7]=1[CH:8]=[C:9]([CH3:16])[NH:10]2.[OH2:17], predict the reaction product. The product is: [OH:17][C:6]1[CH:14]=[CH:13][CH:12]=[C:11]2[C:7]=1[CH2:8][CH:9]([CH3:16])[NH:10]2. (3) Given the reactants [Si:1]([O:8][C@H:9]1[CH2:14][CH2:13][C@@:12]([C@H:16]2[CH2:24][CH2:23][C@@:22]3([CH3:25])[C@@H:18]([CH2:19][CH2:20][C:21]3=[CH2:26])[C@@H:17]2[CH2:27][NH2:28])([CH3:15])[C@@H:11]([CH2:29][O:30][Si:31]([C:34]([CH3:37])([CH3:36])[CH3:35])([CH3:33])[CH3:32])[CH2:10]1)([C:4]([CH3:7])([CH3:6])[CH3:5])([CH3:3])[CH3:2].[CH3:38][Si:39]([CH3:56])([CH3:55])[CH2:40][CH2:41][O:42][CH2:43][N:44]1[C:48]2[CH:49]=[CH:50][CH:51]=[CH:52][C:47]=2[N:46]=[C:45]1[CH:53]=O.[BH4-].[Na+], predict the reaction product. The product is: [Si:1]([O:8][C@H:9]1[CH2:14][CH2:13][C@@:12]([C@H:16]2[CH2:24][CH2:23][C@@:22]3([CH3:25])[C@@H:18]([CH2:19][CH2:20][C:21]3=[CH2:26])[C@@H:17]2[CH2:27][NH:28][CH2:53][C:45]2[N:44]([CH2:43][O:42][CH2:41][CH2:40][Si:39]([CH3:38])([CH3:55])[CH3:56])[C:48]3[CH:49]=[CH:50][CH:51]=[CH:52][C:47]=3[N:46]=2)([CH3:15])[C@@H:11]([CH2:29][O:30][Si:31]([C:34]([CH3:37])([CH3:36])[CH3:35])([CH3:32])[CH3:33])[CH2:10]1)([C:4]([CH3:7])([CH3:6])[CH3:5])([CH3:3])[CH3:2]. (4) Given the reactants [F:1][C:2]1[CH:29]=[CH:28][C:27]([O:30][C:31]([F:34])([F:33])[F:32])=[CH:26][C:3]=1[CH2:4][C:5]1[NH:13][C:12]2[C:11](=[O:14])[N:10]([CH2:15][C:16]3[CH:21]=[CH:20][C:19]([O:22][CH3:23])=[CH:18][CH:17]=3)[C:9](=[O:24])[N:8]([CH3:25])[C:7]=2[N:6]=1.Br[CH2:36][C:37]1[CH:42]=[CH:41][C:40]([Cl:43])=[CH:39][CH:38]=1.C(=O)([O-])[O-].[K+].[K+], predict the reaction product. The product is: [Cl:43][C:40]1[CH:41]=[CH:42][C:37]([CH2:36][N:13]2[C:12]3[C:11](=[O:14])[N:10]([CH2:15][C:16]4[CH:17]=[CH:18][C:19]([O:22][CH3:23])=[CH:20][CH:21]=4)[C:9](=[O:24])[N:8]([CH3:25])[C:7]=3[N:6]=[C:5]2[CH2:4][C:3]2[CH:26]=[C:27]([O:30][C:31]([F:32])([F:34])[F:33])[CH:28]=[CH:29][C:2]=2[F:1])=[CH:38][CH:39]=1. (5) Given the reactants [Cl:1][C:2]1[CH:7]=[CH:6][C:5]([CH2:8][NH:9][C:10](=[O:27])[C:11]2[C:16]([C:17]([CH3:19])=[CH2:18])=[CH:15][C:14]([N:20]3[CH2:25][CH2:24][O:23][CH2:22][CH2:21]3)=[CH:13][C:12]=2[F:26])=[CH:4][CH:3]=1, predict the reaction product. The product is: [Cl:1][C:2]1[CH:7]=[CH:6][C:5]([CH2:8][NH:9][C:10](=[O:27])[C:11]2[C:16]([CH:17]([CH3:19])[CH3:18])=[CH:15][C:14]([N:20]3[CH2:21][CH2:22][O:23][CH2:24][CH2:25]3)=[CH:13][C:12]=2[F:26])=[CH:4][CH:3]=1. (6) Given the reactants CC#N.O.[F:5][C:6]1[C:11]([F:12])=[C:10]([F:13])[CH:9]=[C:8]([F:14])[C:7]=1[CH2:15][OH:16].I([O-])(=O)(=O)=[O:18].[Na+], predict the reaction product. The product is: [F:5][C:6]1[C:11]([F:12])=[C:10]([F:13])[CH:9]=[C:8]([F:14])[C:7]=1[C:15]([OH:18])=[O:16].